Predict which catalyst facilitates the given reaction. From a dataset of Catalyst prediction with 721,799 reactions and 888 catalyst types from USPTO. (1) Reactant: [OH:1][C:2]1[C:14]2[C:13]3[C:8](=[CH:9][CH:10]=[CH:11][CH:12]=3)[NH:7][C:6]=2[CH:5]=[CH:4][CH:3]=1.[CH2:15]([CH:17]1[O:19][CH2:18]1)Cl.[OH-].[Na+].O. Product: [O:19]1[CH2:18][CH:17]1[CH2:15][O:1][C:2]1[C:14]2[C:13]3[C:8](=[CH:9][CH:10]=[CH:11][CH:12]=3)[NH:7][C:6]=2[CH:5]=[CH:4][CH:3]=1. The catalyst class is: 16. (2) Reactant: Cl[C:2]1[CH:3]=[C:4]([N:21](CC2C=CC(OC)=CC=2)[C:22]2[CH:27]=[CH:26][CH:25]=[CH:24][CH:23]=2)[C:5]2[N:6]([C:8]([C:11]([NH:13][C:14]3[CH:19]=[CH:18][N:17]=[C:16]([CH3:20])[CH:15]=3)=[O:12])=[CH:9][N:10]=2)[N:7]=1.[C@H:37]1([NH2:44])[CH2:42][CH2:41][C@H:40]([NH2:43])[CH2:39][CH2:38]1. Product: [NH2:43][C@H:40]1[CH2:41][CH2:42][C@H:37]([NH:44][C:2]2[CH:3]=[C:4]([NH:21][C:22]3[CH:23]=[CH:24][CH:25]=[CH:26][CH:27]=3)[C:5]3[N:6]([C:8]([C:11]([NH:13][C:14]4[CH:19]=[CH:18][N:17]=[C:16]([CH3:20])[CH:15]=4)=[O:12])=[CH:9][N:10]=3)[N:7]=2)[CH2:38][CH2:39]1. The catalyst class is: 67.